This data is from Full USPTO retrosynthesis dataset with 1.9M reactions from patents (1976-2016). The task is: Predict the reactants needed to synthesize the given product. (1) Given the product [F:36][C:35]([F:38])([F:37])[CH:29]([C:10]1[N:11]([CH2:18][C:19]2[CH:24]=[CH:23][CH:22]=[C:21]([C:25]([F:26])([F:27])[F:28])[CH:20]=2)[C:12]2[C:17]([C:9]=1[C:6]1[CH:7]=[CH:8][C:3]([O:2][CH3:1])=[CH:4][CH:5]=1)=[CH:16][CH:15]=[CH:14][CH:13]=2)[OH:30], predict the reactants needed to synthesize it. The reactants are: [CH3:1][O:2][C:3]1[CH:8]=[CH:7][C:6]([C:9]2[C:17]3[C:12](=[CH:13][CH:14]=[CH:15][CH:16]=3)[N:11]([CH2:18][C:19]3[CH:24]=[CH:23][CH:22]=[C:21]([C:25]([F:28])([F:27])[F:26])[CH:20]=3)[C:10]=2[CH:29]=[O:30])=[CH:5][CH:4]=1.[Si]([C:35]([F:38])([F:37])[F:36])(C)(C)C.CCCC[N+](CCCC)(CCCC)CCCC.[F-]. (2) Given the product [NH:48]1[CH2:43][CH:44]([NH:49][C:27](=[O:28])[C:26]2[CH:30]=[CH:31][C:23]([NH:22][C:20]3[N:19]=[CH:18][C:9]4[N:10]([CH3:17])[C:11](=[O:16])[C:12]([F:14])([F:15])[CH2:13][N:7]([CH:1]5[CH2:6][CH2:5][CH2:4][CH2:3][CH2:2]5)[C:8]=4[N:21]=3)=[C:24]([O:32][CH3:33])[CH:25]=2)[CH2:47]1, predict the reactants needed to synthesize it. The reactants are: [CH:1]1([N:7]2[CH2:13][C:12]([F:15])([F:14])[C:11](=[O:16])[N:10]([CH3:17])[C:9]3[CH:18]=[N:19][C:20]([NH:22][C:23]4[CH:31]=[CH:30][C:26]([C:27](O)=[O:28])=[CH:25][C:24]=4[O:32][CH3:33])=[N:21][C:8]2=3)[CH2:6][CH2:5][CH2:4][CH2:3][CH2:2]1.CN(C(ON1N=[N:49][C:44]2C=C[CH:47]=[N:48][C:43]1=2)=[N+](C)C)C.F[P-](F)(F)(F)(F)F.C(N1CC(N)C1)(OC(C)(C)C)=O. (3) Given the product [CH3:18][C:2]1([CH3:1])[C:6]([CH3:7])([CH3:8])[O:5][B:4]([C:9]2[CH:10]=[CH:11][C:12]([C:13]([NH:29][CH:26]3[CH2:27][CH2:28][O:23][CH2:24][CH2:25]3)=[O:15])=[CH:16][CH:17]=2)[O:3]1, predict the reactants needed to synthesize it. The reactants are: [CH3:1][C:2]1([CH3:18])[C:6]([CH3:8])([CH3:7])[O:5][B:4]([C:9]2[CH:17]=[CH:16][C:12]([C:13]([OH:15])=O)=[CH:11][CH:10]=2)[O:3]1.S(Cl)(Cl)=O.[O:23]1[CH2:28][CH2:27][CH:26]([NH2:29])[CH2:25][CH2:24]1.C(N(CC)CC)C.